Dataset: Full USPTO retrosynthesis dataset with 1.9M reactions from patents (1976-2016). Task: Predict the reactants needed to synthesize the given product. (1) Given the product [Br:17][CH2:1][C:2]1[S:3][C:4]([C:7]2[CH:12]=[CH:11][CH:10]=[CH:9][C:8]=2[C:13]([F:16])([F:14])[F:15])=[N:5][N:6]=1, predict the reactants needed to synthesize it. The reactants are: [CH3:1][C:2]1[S:3][C:4]([C:7]2[CH:12]=[CH:11][CH:10]=[CH:9][C:8]=2[C:13]([F:16])([F:15])[F:14])=[N:5][N:6]=1.[Br:17]N1C(=O)CCC1=O.ClCCl. (2) Given the product [Cl:10][C:9]1[CH:8]=[CH:7][CH:6]=[C:5]2[C:4]=1[C:3](=[O:13])[N:22]([C@H:23]1[C:31]3[C:26](=[CH:27][C:28]([C:33]([O:35][CH3:36])=[O:34])=[C:29]([F:32])[CH:30]=3)[CH2:25][CH2:24]1)[CH2:11]2, predict the reactants needed to synthesize it. The reactants are: CO[C:3](=[O:13])[C:4]1[C:9]([Cl:10])=[CH:8][CH:7]=[CH:6][C:5]=1[CH2:11]Br.C(N(CC)CC)C.Cl.[NH2:22][C@H:23]1[C:31]2[C:26](=[CH:27][C:28]([C:33]([O:35][CH3:36])=[O:34])=[C:29]([F:32])[CH:30]=2)[CH2:25][CH2:24]1. (3) Given the product [Cl:6][C:7]1[CH:8]=[CH:9][C:10]([N:13]2[CH:17]=[C:16]([CH:18]=[O:19])[CH:15]=[N:14]2)=[CH:11][CH:12]=1, predict the reactants needed to synthesize it. The reactants are: P(Cl)(Cl)(Cl)=O.[Cl:6][C:7]1[CH:12]=[CH:11][C:10]([N:13]2[CH:17]=[CH:16][CH:15]=[N:14]2)=[CH:9][CH:8]=1.[C:18](=O)(O)[O-:19].[Na+].